From a dataset of Forward reaction prediction with 1.9M reactions from USPTO patents (1976-2016). Predict the product of the given reaction. (1) Given the reactants C(NC(C)C)(C)C.[Li]CCCC.[Br:13][C:14]1[CH:15]=[C:16]([NH:25][C:26]2[N:31]=[C:30]([C:32]([F:35])([F:34])[F:33])[CH:29]=[CH:28][N:27]=2)[CH:17]=[C:18]([C:20]2[S:24][CH:23]=[N:22][CH:21]=2)[CH:19]=1.[CH3:36][C:37]([CH3:39])=[O:38], predict the reaction product. The product is: [Br:13][C:14]1[CH:19]=[C:18]([C:20]2[S:24][C:23]([C:37]([OH:38])([CH3:39])[CH3:36])=[N:22][CH:21]=2)[CH:17]=[C:16]([NH:25][C:26]2[N:31]=[C:30]([C:32]([F:33])([F:34])[F:35])[CH:29]=[CH:28][N:27]=2)[CH:15]=1. (2) Given the reactants C(N(C(C)C)CC)(C)C.[CH2:10]([O:14][C:15]1[CH:20]=[C:19](Cl)[N:18]=[CH:17][N:16]=1)[C:11]#[C:12][CH3:13].[F:22][C:23]1[CH:28]=[CH:27][CH:26]=[CH:25][C:24]=1[SH:29].[Cl-].[NH4+], predict the reaction product. The product is: [CH2:10]([O:14][C:15]1[CH:20]=[C:19]([S:29][C:24]2[CH:25]=[CH:26][CH:27]=[CH:28][C:23]=2[F:22])[N:18]=[CH:17][N:16]=1)[C:11]#[C:12][CH3:13].